This data is from Catalyst prediction with 721,799 reactions and 888 catalyst types from USPTO. The task is: Predict which catalyst facilitates the given reaction. Reactant: [OH:1][C:2]1[CH:7]=[C:6]([O:8][CH2:9][CH2:10][O:11][CH3:12])[CH:5]=[CH:4][C:3]=1/[CH:13]=[CH:14]/[C:15]([O:17][CH2:18][CH3:19])=[O:16].Cl[C:21]1[C:26]([CH3:27])=[CH:25][C:24]([N+:28]([O-:30])=[O:29])=[CH:23][N:22]=1.C(=O)([O-])[O-].[K+].[K+].O. Product: [CH3:12][O:11][CH2:10][CH2:9][O:8][C:6]1[CH:5]=[CH:4][C:3](/[CH:13]=[CH:14]/[C:15]([O:17][CH2:18][CH3:19])=[O:16])=[C:2]([O:1][C:21]2[C:26]([CH3:27])=[CH:25][C:24]([N+:28]([O-:30])=[O:29])=[CH:23][N:22]=2)[CH:7]=1. The catalyst class is: 9.